This data is from Reaction yield outcomes from USPTO patents with 853,638 reactions. The task is: Predict the reaction yield, written as a fraction of the theoretical maximum amount of product (1.0 means a 100% yield; for example, 0.34 means a 34% yield). (1) The reactants are Br[C:2]1[CH:3]=[C:4]2[C:8](=[CH:9][CH:10]=1)[N:7]([CH3:11])[C:6]([CH2:12][CH2:13][O:14][Si:15]([C:18]([CH3:21])([CH3:20])[CH3:19])([CH3:17])[CH3:16])=[CH:5]2.[Li]CCCC.CON(C)[C:30](=[O:34])[CH2:31][CH2:32][CH3:33]. The catalyst is C1COCC1. The product is [Si:15]([O:14][CH2:13][CH2:12][C:6]1[N:7]([CH3:11])[C:8]2[C:4]([CH:5]=1)=[CH:3][C:2]([C:30](=[O:34])[CH2:31][CH2:32][CH3:33])=[CH:10][CH:9]=2)([C:18]([CH3:21])([CH3:20])[CH3:19])([CH3:17])[CH3:16]. The yield is 0.680. (2) The reactants are [OH:1][C:2]1[CH:3]=[C:4]([NH:17]C(=O)C)[CH:5]=[CH:6][C:7]=1[C:8]([CH3:16])([CH3:15])[CH2:9][O:10][CH2:11][CH2:12][O:13][CH3:14].Cl.C([O-])([O-])=O.[Na+].[Na+]. No catalyst specified. The product is [CH3:14][O:13][CH2:12][CH2:11][O:10][CH2:9][C:8]([C:7]1[CH:6]=[CH:5][C:4]([NH2:17])=[CH:3][C:2]=1[OH:1])([CH3:16])[CH3:15]. The yield is 0.0600. (3) The reactants are C(N(CC)CC)C.[N:8]1([C:14]([O:16][C:17]([CH3:20])([CH3:19])[CH3:18])=[O:15])[CH2:13][CH2:12][NH:11][CH2:10][CH2:9]1.Cl[C:22]1[C:23]2[C@H:30]([CH3:31])[CH2:29][CH2:28][C:24]=2[N:25]=[CH:26][N:27]=1.C(OCC)(=O)C. The catalyst is CCCCO. The product is [CH3:31][C@H:30]1[C:23]2[C:22]([N:11]3[CH2:12][CH2:13][N:8]([C:14]([O:16][C:17]([CH3:20])([CH3:19])[CH3:18])=[O:15])[CH2:9][CH2:10]3)=[N:27][CH:26]=[N:25][C:24]=2[CH2:28][CH2:29]1. The yield is 0.741. (4) The reactants are COC(=O)C[S:5][C:6](=S)[C:7]1[CH:12]=[CH:11][CH:10]=[CH:9][CH:8]=1.[NH2:15][NH2:16]. The catalyst is C(O)C. The product is [C:6]([NH:15][NH2:16])(=[S:5])[C:7]1[CH:12]=[CH:11][CH:10]=[CH:9][CH:8]=1. The yield is 0.940. (5) The reactants are [Br:1][C:2]1[CH:10]=[C:6]([C:7]([OH:9])=O)[C:5]([OH:11])=[CH:4][CH:3]=1.[CH2:12]([O:14][C:15]([C:17]1[S:21][C:20]([NH2:22])=[N:19][C:18]=1[C:23]([F:26])([F:25])[F:24])=[O:16])[CH3:13]. No catalyst specified. The product is [CH2:12]([O:14][C:15]([C:17]1[S:21][C:20]([NH:22][C:7](=[O:9])[C:6]2[CH:10]=[C:2]([Br:1])[CH:3]=[CH:4][C:5]=2[OH:11])=[N:19][C:18]=1[C:23]([F:25])([F:26])[F:24])=[O:16])[CH3:13]. The yield is 0.887. (6) The reactants are CC(OC(/N=N/C(OC(C)C)=O)=O)C.[CH3:15][N:16]1[C:20]([CH2:21][CH2:22][O:23][C:24]2[CH:29]=[CH:28][C:27]([N:30]3[CH2:35][CH2:34][N:33]([C:36]4[CH2:37][CH2:38][C:39]5[N:40]([C:42]([C:45]([F:48])([F:47])[F:46])=[N:43][N:44]=5)[N:41]=4)[CH2:32][CH2:31]3)=[CH:26][CH:25]=2)=CC=N1.OCCCN1C[CH2:57][N:56]([C:59]([O:61][C:62]([CH3:65])([CH3:64])[CH3:63])=[O:60])[CH2:55][CH2:54]1.C1(P(C2C=CC=CC=2)C2C=CC=CC=2)C=CC=CC=1. The yield is 0.450. The catalyst is C1COCC1. The product is [F:48][C:45]([F:47])([F:46])[C:42]1[N:40]2[N:41]=[C:36]([N:33]3[CH2:34][CH2:35][N:30]([C:27]4[CH:26]=[CH:25][C:24]([O:23][CH2:22][CH2:21][CH2:20][N:16]5[CH2:15][CH2:57][N:56]([C:59]([O:61][C:62]([CH3:63])([CH3:65])[CH3:64])=[O:60])[CH2:55][CH2:54]5)=[CH:29][CH:28]=4)[CH2:31][CH2:32]3)[CH:37]=[CH:38][C:39]2=[N:44][N:43]=1.